This data is from Forward reaction prediction with 1.9M reactions from USPTO patents (1976-2016). The task is: Predict the product of the given reaction. (1) Given the reactants [F:1][C:2]([F:29])([F:28])[C:3]1[CH:4]=[C:5]([C@H:13]2[C@H:22]([C:23]([OH:25])=O)[C:21]3[C:16](=[CH:17][CH:18]=[CH:19][CH:20]=3)[C:15](=[O:26])[N:14]2[CH3:27])[CH:6]=[C:7]([C:9]([F:12])([F:11])[F:10])[CH:8]=1.CN(C(ON1N=NC2C=CC=NC1=2)=[N+](C)C)C.F[P-](F)(F)(F)(F)F.[NH2:54][C:55]1[N:56]=[N:57][C:58]([CH3:62])=[C:59]([CH3:61])[N:60]=1.C(N(CC)C(C)C)(C)C, predict the reaction product. The product is: [F:12][C:9]([F:11])([F:10])[C:7]1[CH:6]=[C:5]([C@H:13]2[C@H:22]([C:23]([NH:54][C:55]3[N:56]=[N:57][C:58]([CH3:62])=[C:59]([CH3:61])[N:60]=3)=[O:25])[C:21]3[C:16](=[CH:17][CH:18]=[CH:19][CH:20]=3)[C:15](=[O:26])[N:14]2[CH3:27])[CH:4]=[C:3]([C:2]([F:1])([F:29])[F:28])[CH:8]=1. (2) Given the reactants [CH3:1][C:2]1([CH3:12])[C:7](=[O:8])[CH2:6][C:5](=[O:9])[C:4]([CH3:11])([CH3:10])[O:3]1.C(Cl)(Cl)Cl.C1(C)C=CC=CC=1.C([O-])(=O)C.C([O-])(=O)C.C([O-])(=O)C.[Cl:36][C:37]1[CH:42]=[CH:41][C:40]([C:43]2[CH:48]=[CH:47][C:46]([CH3:49])=[C:45]([Pb+3])[CH:44]=2)=[CH:39][CH:38]=1, predict the reaction product. The product is: [Cl:36][C:37]1[CH:38]=[CH:39][C:40]([C:43]2[CH:48]=[CH:47][C:46]([CH3:49])=[C:45]([CH:6]3[C:7](=[O:8])[C:2]([CH3:12])([CH3:1])[O:3][C:4]([CH3:11])([CH3:10])[C:5]3=[O:9])[CH:44]=2)=[CH:41][CH:42]=1. (3) Given the reactants [CH2:1]([C:5]1[C:13]2[C:8](=[CH:9][CH:10]=[C:11]([C:14]([OH:16])=O)[CH:12]=2)[N:7]([CH3:17])[CH:6]=1)[CH2:2][CH2:3][CH3:4].[NH2:18][C@@H:19]([CH2:33][C:34]1[CH:39]=[C:38]([F:40])[CH:37]=[C:36]([F:41])[CH:35]=1)[C@H:20]([OH:32])[CH2:21][NH:22][CH2:23][C:24]1[CH:29]=[CH:28][CH:27]=[C:26]([CH2:30][CH3:31])[CH:25]=1, predict the reaction product. The product is: [CH2:1]([C:5]1[C:13]2[C:8](=[CH:9][CH:10]=[C:11]([C:14]([NH:18][C@@H:19]([CH2:33][C:34]3[CH:35]=[C:36]([F:41])[CH:37]=[C:38]([F:40])[CH:39]=3)[C@H:20]([OH:32])[CH2:21][NH:22][CH2:23][C:24]3[CH:29]=[CH:28][CH:27]=[C:26]([CH2:30][CH3:31])[CH:25]=3)=[O:16])[CH:12]=2)[N:7]([CH3:17])[CH:6]=1)[CH2:2][CH2:3][CH3:4]. (4) Given the reactants [NH2:1][C@H:2]1[CH2:7][N:6]([C:8]2[N:13]=[C:12]([CH3:14])[CH:11]=[C:10]([NH:15][C:16]3[NH:20][N:19]=[CH:18][CH:17]=3)[N:9]=2)[CH2:5][C@@H:4]([C:21]([O:23][CH3:24])=[O:22])[CH2:3]1.[C:25](=[O:32])([O:27][C:28]([CH3:31])([CH3:30])[CH3:29])N.[C:25](=[O:32])([O:27][C:28]([CH3:31])([CH3:30])[CH3:29])N.CCN(C(C)C)C(C)C, predict the reaction product. The product is: [C:28]([O:27][C:25]([NH:1][C@H:2]1[CH2:7][N:6]([C:8]2[N:13]=[C:12]([CH3:14])[CH:11]=[C:10]([NH:15][C:16]3[NH:20][N:19]=[CH:18][CH:17]=3)[N:9]=2)[CH2:5][C@@H:4]([C:21]([O:23][CH3:24])=[O:22])[CH2:3]1)=[O:32])([CH3:31])([CH3:30])[CH3:29]. (5) Given the reactants [OH:1][CH:2]1[CH2:7][CH2:6][C:5](=[O:8])[CH2:4][CH2:3]1.C([O-])([O-])=O.[Cs+].[Cs+].Cl[C:16]1[C:25]2[C:20](=[N:21][CH:22]=[CH:23][N:24]=2)[CH:19]=[C:18]([Cl:26])[N:17]=1, predict the reaction product. The product is: [Cl:26][C:18]1[N:17]=[C:16]([O:8][CH:5]2[CH2:6][CH2:7][C:2](=[O:1])[CH2:3][CH2:4]2)[C:25]2[C:20](=[N:21][CH:22]=[CH:23][N:24]=2)[CH:19]=1. (6) Given the reactants [NH2:1][C:2]1[CH:3]=[N:4][C:5]2[C:10]([C:11]=1[NH:12][C:13]1[CH:18]=[CH:17][C:16]([CH2:19][CH2:20][C:21]#[N:22])=[CH:15][CH:14]=1)=[CH:9][C:8]([Br:23])=[C:7]([Cl:24])[CH:6]=2.[N:25]#[C:26]Br, predict the reaction product. The product is: [NH2:25][C:26]1[N:12]([C:13]2[CH:14]=[CH:15][C:16]([CH2:19][CH2:20][C:21]#[N:22])=[CH:17][CH:18]=2)[C:11]2[C:10]3[CH:9]=[C:8]([Br:23])[C:7]([Cl:24])=[CH:6][C:5]=3[N:4]=[CH:3][C:2]=2[N:1]=1. (7) Given the reactants [Cl:1][C:2]1[N:7]=[C:6]([NH:8][C:9](=[O:14])[C:10]([CH3:13])([CH3:12])[CH3:11])[NH:5][C:4]2=[N:15][CH:16]=[CH:17][C:3]=12.[I:18]N1C(=O)CCC1=O, predict the reaction product. The product is: [Cl:1][C:2]1[N:7]=[C:6]([NH:8][C:9](=[O:14])[C:10]([CH3:13])([CH3:11])[CH3:12])[NH:5][C:4]2=[N:15][CH:16]=[C:17]([I:18])[C:3]=12. (8) The product is: [CH2:34]([O:33][C:5]([CH3:32])([CH2:6][C:7]1[CH:12]=[CH:11][C:10]([O:13][CH2:14][CH2:15][CH:16]2[CH2:20][N:19]([CH2:21][C:22]3[CH:27]=[CH:26][CH:25]=[C:24]([O:28][CH3:29])[CH:23]=3)[C:18](=[O:30])[N:17]2[CH3:31])=[CH:9][CH:8]=1)[C:4]([OH:38])=[O:3])[CH2:35][CH2:36][CH3:37]. Given the reactants C([O:3][C:4](=[O:38])[C:5]([O:33][CH2:34][CH2:35][CH2:36][CH3:37])([CH3:32])[CH2:6][C:7]1[CH:12]=[CH:11][C:10]([O:13][CH2:14][CH2:15][CH:16]2[CH2:20][N:19]([CH2:21][C:22]3[CH:27]=[CH:26][CH:25]=[C:24]([O:28][CH3:29])[CH:23]=3)[C:18](=[O:30])[N:17]2[CH3:31])=[CH:9][CH:8]=1)C.[OH-].[Na+], predict the reaction product.